This data is from Hepatocyte clearance measurements from AstraZeneca. The task is: Regression/Classification. Given a drug SMILES string, predict its absorption, distribution, metabolism, or excretion properties. Task type varies by dataset: regression for continuous measurements (e.g., permeability, clearance, half-life) or binary classification for categorical outcomes (e.g., BBB penetration, CYP inhibition). For this dataset (clearance_hepatocyte_az), we predict log10(clearance) (log10 of the in vitro intrinsic clearance, CLint, in uL/min per 10^6 hepatocytes; values are censored to the assay range of 3 to 150, which is 0.477 to 2.18 on this log10 scale). (1) The compound is CC(C)C[C@H](N)C(=O)NC[C@H](O)C[C@@H](N)CC(=O)NN(C)CC(=O)O. The log10(clearance) is 0.480. (2) The compound is O=C(Nc1nc2c(=O)[nH]cnc2s1)c1ccccc1. The log10(clearance) is 2.18. (3) The molecule is CCS(=O)(=O)c1ccc(-c2cc(C(F)(F)F)ccc2OCC(=O)O)c(C)c1. The log10(clearance) is 0.600. (4) The compound is COc1ccc(CCN2C(=O)N(NS(C)(=O)=O)C[C@@H]2c2ccc(OC)cc2)cc1. The log10(clearance) is 1.28. (5) The drug is CC(C)(O)c1ccccc1CC[C@@H](SCC1(CC(=O)O)CC1)c1cccc(/C=C/c2ccc3ccc(Cl)cc3n2)c1. The log10(clearance) is 1.64. (6) The drug is CC(=O)c1cn(Cc2ccccc2)c(=O)n(Cc2ccc(F)cc2)c1=O. The log10(clearance) is 2.18.